This data is from NCI-60 drug combinations with 297,098 pairs across 59 cell lines. The task is: Regression. Given two drug SMILES strings and cell line genomic features, predict the synergy score measuring deviation from expected non-interaction effect. (1) Drug 1: C1=NC(=NC(=O)N1C2C(C(C(O2)CO)O)O)N. Cell line: HCC-2998. Drug 2: CC1CCCC2(C(O2)CC(NC(=O)CC(C(C(=O)C(C1O)C)(C)C)O)C(=CC3=CSC(=N3)C)C)C. Synergy scores: CSS=54.3, Synergy_ZIP=-6.27, Synergy_Bliss=-4.35, Synergy_Loewe=-11.4, Synergy_HSA=1.32. (2) Drug 1: C1=CN(C=N1)CC(O)(P(=O)(O)O)P(=O)(O)O. Drug 2: C1=NNC2=C1C(=O)NC=N2. Cell line: K-562. Synergy scores: CSS=13.4, Synergy_ZIP=-9.09, Synergy_Bliss=-9.79, Synergy_Loewe=-1.35, Synergy_HSA=-2.03. (3) Drug 1: C1=CC(=CC=C1CC(C(=O)O)N)N(CCCl)CCCl.Cl. Drug 2: CCCCC(=O)OCC(=O)C1(CC(C2=C(C1)C(=C3C(=C2O)C(=O)C4=C(C3=O)C=CC=C4OC)O)OC5CC(C(C(O5)C)O)NC(=O)C(F)(F)F)O. Cell line: 786-0. Synergy scores: CSS=22.6, Synergy_ZIP=-6.64, Synergy_Bliss=-2.27, Synergy_Loewe=-3.51, Synergy_HSA=-3.43. (4) Drug 1: CC(C)(C#N)C1=CC(=CC(=C1)CN2C=NC=N2)C(C)(C)C#N. Drug 2: C1=NNC2=C1C(=O)NC=N2. Cell line: UACC62. Synergy scores: CSS=1.63, Synergy_ZIP=-2.43, Synergy_Bliss=-5.08, Synergy_Loewe=-4.31, Synergy_HSA=-4.29. (5) Drug 1: C1=CC(=CC=C1CC(C(=O)O)N)N(CCCl)CCCl.Cl. Drug 2: C1C(C(OC1N2C=C(C(=O)NC2=O)F)CO)O. Cell line: U251. Synergy scores: CSS=50.1, Synergy_ZIP=-5.07, Synergy_Bliss=-4.37, Synergy_Loewe=-7.66, Synergy_HSA=-0.398. (6) Drug 1: C1C(C(OC1N2C=NC3=C(N=C(N=C32)Cl)N)CO)O. Drug 2: CC1C(C(CC(O1)OC2CC(OC(C2O)C)OC3=CC4=CC5=C(C(=O)C(C(C5)C(C(=O)C(C(C)O)O)OC)OC6CC(C(C(O6)C)O)OC7CC(C(C(O7)C)O)OC8CC(C(C(O8)C)O)(C)O)C(=C4C(=C3C)O)O)O)O. Cell line: SF-539. Synergy scores: CSS=49.3, Synergy_ZIP=-0.436, Synergy_Bliss=1.80, Synergy_Loewe=-0.359, Synergy_HSA=-0.171. (7) Drug 1: C1C(C(OC1N2C=C(C(=O)NC2=O)F)CO)O. Drug 2: CC(C)(C#N)C1=CC(=CC(=C1)CN2C=NC=N2)C(C)(C)C#N. Cell line: NCI-H522. Synergy scores: CSS=0.342, Synergy_ZIP=4.45, Synergy_Bliss=-0.737, Synergy_Loewe=-0.940, Synergy_HSA=-0.441.